Dataset: Reaction yield outcomes from USPTO patents with 853,638 reactions. Task: Predict the reaction yield, written as a fraction of the theoretical maximum amount of product (1.0 means a 100% yield; for example, 0.34 means a 34% yield). The reactants are [CH2:1]([N:3]1[C:8]2[N:9]=[C:10](S(C)=O)[N:11]=[CH:12][C:7]=2[CH:6]=[CH:5][C:4]1=[O:16])[CH3:2].[CH2:17]([N:19]([CH2:27][CH3:28])[C:20]1[CH:26]=[CH:25][C:23]([NH2:24])=[CH:22][CH:21]=1)[CH3:18]. No catalyst specified. The product is [CH2:27]([N:19]([CH2:17][CH3:18])[C:20]1[CH:26]=[CH:25][C:23]([NH:24][C:10]2[N:11]=[CH:12][C:7]3[CH:6]=[CH:5][C:4](=[O:16])[N:3]([CH2:1][CH3:2])[C:8]=3[N:9]=2)=[CH:22][CH:21]=1)[CH3:28]. The yield is 0.680.